Dataset: Reaction yield outcomes from USPTO patents with 853,638 reactions. Task: Predict the reaction yield, written as a fraction of the theoretical maximum amount of product (1.0 means a 100% yield; for example, 0.34 means a 34% yield). (1) The reactants are Cl[C:2]1[CH:3]=[C:4]([O:10][CH3:11])[C:5]([O:8][CH3:9])=[N:6][CH:7]=1.[C:12]1([C:21]2[CH:26]=[CH:25][CH:24]=[CH:23][CH:22]=2)[CH:17]=[CH:16][CH:15]=[C:14](B(O)O)[CH:13]=1.C(Cl)Cl.C([O-])([O-])=O.[Na+].[Na+]. The catalyst is C1C=CC(P(C2C=CC=CC=2)[C-]2C=CC=C2)=CC=1.C1C=CC(P(C2C=CC=CC=2)[C-]2C=CC=C2)=CC=1.Cl[Pd]Cl.[Fe+2].C1COCC1. The product is [C:12]1([C:21]2[CH:22]=[CH:23][CH:24]=[CH:25][CH:26]=2)[CH:17]=[CH:16][CH:15]=[C:14]([C:2]2[CH:3]=[C:4]([O:10][CH3:11])[C:5]([O:8][CH3:9])=[N:6][CH:7]=2)[CH:13]=1. The yield is 0.340. (2) The product is [CH3:1][O:2][CH2:3][C:4]([C:5]1[O:9][N:8]=[C:7]([NH2:20])[CH:6]=1)([CH3:11])[CH3:10]. The reactants are [CH3:1][O:2][CH2:3][C:4]([CH3:11])([CH3:10])[C:5](=[O:9])[CH2:6][C:7]#[N:8].[OH-].[Na+].S(O)(O)(=O)=O.O[NH2:20].Cl. The catalyst is O. The yield is 0.510. (3) The reactants are [Li+].CCC[CH2-].[CH3:6][O:7][C:8]1[CH:9]=[C:10]([NH:16][C:17](=[O:23])[O:18][C:19]([CH3:22])([CH3:21])[CH3:20])[CH:11]=[CH:12][C:13]=1[O:14][CH3:15].[C:24](=[O:26])=[O:25]. The catalyst is O1CCCC1. The product is [C:19]([O:18][C:17]([NH:16][C:10]1[C:9]([C:24]([OH:26])=[O:25])=[C:8]([O:7][CH3:6])[C:13]([O:14][CH3:15])=[CH:12][CH:11]=1)=[O:23])([CH3:20])([CH3:22])[CH3:21]. The yield is 0.485. (4) The reactants are [CH3:1][C:2]1[O:6][N:5]=[C:4]([C:7]2[CH:12]=[CH:11][CH:10]=[CH:9][CH:8]=2)[C:3]=1[CH2:13][O:14][C:15]1[N:16]=[CH:17][C:18]([C:21]([OH:23])=O)=[N:19][CH:20]=1.[CH:24]1([NH2:27])[CH2:26][CH2:25]1. No catalyst specified. The product is [CH:24]1([NH:27][C:21]([C:18]2[CH:17]=[N:16][C:15]([O:14][CH2:13][C:3]3[C:4]([C:7]4[CH:8]=[CH:9][CH:10]=[CH:11][CH:12]=4)=[N:5][O:6][C:2]=3[CH3:1])=[CH:20][N:19]=2)=[O:23])[CH2:26][CH2:25]1. The yield is 0.280. (5) The reactants are [OH:1][CH2:2][CH2:3][N:4]1[CH2:9][CH2:8][N:7]([C:10]2[CH:15]=[CH:14][C:13]([NH:16][C:17]3[N:22]=[CH:21][C:20]([CH2:23][CH2:24][C:25]4[CH:26]=[C:27]([CH:32]=[C:33]([O:35][CH3:36])[CH:34]=4)[C:28]([O:30]C)=[O:29])=[CH:19][N:18]=3)=[CH:12][CH:11]=2)[CH2:6][CH2:5]1.[OH-].[Na+]. The catalyst is CO. The product is [OH:1][CH2:2][CH2:3][N:4]1[CH2:5][CH2:6][N:7]([C:10]2[CH:11]=[CH:12][C:13]([NH:16][C:17]3[N:18]=[CH:19][C:20]([CH2:23][CH2:24][C:25]4[CH:26]=[C:27]([CH:32]=[C:33]([O:35][CH3:36])[CH:34]=4)[C:28]([OH:30])=[O:29])=[CH:21][N:22]=3)=[CH:14][CH:15]=2)[CH2:8][CH2:9]1. The yield is 0.848. (6) The reactants are [NH2:1][CH2:2][C:3]1[CH:4]=[C:5]2[C:10](=[CH:11][C:12]=1[C:13]([F:16])([F:15])[F:14])[NH:9][C:8](=[O:17])[N:7]([NH:18][S:19]([CH3:22])(=[O:21])=[O:20])[C:6]2=[O:23].[CH3:24][C:25]1(OC)[CH2:29][CH2:28][CH:27](OC)O1. The catalyst is CC(O)=O. The product is [CH3:24][C:25]1[N:1]([CH2:2][C:3]2[CH:4]=[C:5]3[C:10](=[CH:11][C:12]=2[C:13]([F:15])([F:16])[F:14])[NH:9][C:8](=[O:17])[N:7]([NH:18][S:19]([CH3:22])(=[O:20])=[O:21])[C:6]3=[O:23])[CH:27]=[CH:28][CH:29]=1. The yield is 0.730. (7) The reactants are [CH3:1][C:2]1[C:3]([OH:8])=[N:4][CH:5]=[CH:6][CH:7]=1.[N+:9]([O-])([OH:11])=[O:10].O. The catalyst is OS(O)(=O)=O. The product is [CH3:1][C:2]1[C:3]([OH:8])=[N:4][CH:5]=[C:6]([N+:9]([O-:11])=[O:10])[CH:7]=1. The yield is 0.920. (8) The reactants are [C:1]([O:5][C:6]([NH:8][C:9]1([CH3:25])[CH2:14][CH2:13][CH2:12][N:11](C(OCC2C=CC=CC=2)=O)[CH2:10]1)=[O:7])([CH3:4])([CH3:3])[CH3:2]. The catalyst is CO.[Pd]. The product is [CH3:25][C:9]1([NH:8][C:6](=[O:7])[O:5][C:1]([CH3:4])([CH3:3])[CH3:2])[CH2:14][CH2:13][CH2:12][NH:11][CH2:10]1. The yield is 0.720.